This data is from Full USPTO retrosynthesis dataset with 1.9M reactions from patents (1976-2016). The task is: Predict the reactants needed to synthesize the given product. (1) Given the product [CH2:6]([O:8][C:9]([C:11]1[N:12]([C:34]2[CH:39]=[CH:38][C:37]([O:40][CH:41]3[CH2:42][CH2:43][CH2:44][CH2:45]3)=[CH:36][CH:35]=2)[C:13]2[C:18]([C:19]=1[CH2:20][CH2:21][CH2:22][NH2:23])=[CH:17][C:16]([C:24]1[CH:29]=[CH:28][C:27]([C:30]([F:33])([F:31])[F:32])=[CH:26][CH:25]=1)=[CH:15][CH:14]=2)=[O:10])[CH3:7], predict the reactants needed to synthesize it. The reactants are: C1COCC1.[CH2:6]([O:8][C:9]([C:11]1[N:12]([C:34]2[CH:39]=[CH:38][C:37]([O:40][CH:41]3[CH2:45][CH2:44][CH2:43][CH2:42]3)=[CH:36][CH:35]=2)[C:13]2[C:18]([C:19]=1[CH2:20][CH2:21][C:22]#[N:23])=[CH:17][C:16]([C:24]1[CH:29]=[CH:28][C:27]([C:30]([F:33])([F:32])[F:31])=[CH:26][CH:25]=1)=[CH:15][CH:14]=2)=[O:10])[CH3:7].Cl.[OH-].[Na+]. (2) The reactants are: [N:1]([CH2:4][CH:5]([O:13][CH3:14])[CH2:6][C:7]1[CH:12]=[CH:11][CH:10]=[CH:9][CH:8]=1)=[N+]=[N-].[H][H]. Given the product [CH3:14][O:13][CH:5]([CH2:6][C:7]1[CH:12]=[CH:11][CH:10]=[CH:9][CH:8]=1)[CH2:4][NH2:1], predict the reactants needed to synthesize it. (3) Given the product [CH3:19][O:20][CH2:21][O:1][C:2]1[CH:9]=[CH:8][C:5]([CH:6]=[O:7])=[CH:4][CH:3]=1, predict the reactants needed to synthesize it. The reactants are: [OH:1][C:2]1[CH:9]=[CH:8][C:5]([CH:6]=[O:7])=[CH:4][CH:3]=1.C(N(CC)C(C)C)(C)C.[CH3:19][O:20][CH2:21]Cl. (4) Given the product [CH2:27]([O:24][C:23]1[C:14]([Br:13])=[CH:15][N:16]=[C:17]2[C:22]=1[N:21]=[C:20]([O:25][CH3:26])[CH:19]=[CH:18]2)[C:28]1[CH:33]=[CH:32][CH:31]=[CH:30][CH:29]=1, predict the reactants needed to synthesize it. The reactants are: N(C(OCC)=O)=NC(OCC)=O.[Br:13][C:14]1[CH:15]=[N:16][C:17]2[C:22]([C:23]=1[OH:24])=[N:21][C:20]([O:25][CH3:26])=[CH:19][CH:18]=2.[CH2:27](O)[C:28]1[CH:33]=[CH:32][CH:31]=[CH:30][CH:29]=1.C1(P(C2C=CC=CC=2)C2C=CC=CC=2)C=CC=CC=1. (5) The reactants are: Br[C:2]1[C:10]2[N:9]=[C:8]3[N:11]([C:15]4[CH:20]=[CH:19][C:18]([O:21][CH3:22])=[CH:17][C:16]=4[CH3:23])[CH2:12][CH2:13][CH2:14][N:7]3[C:6]=2[C:5]([CH:24]([OH:29])[C:25]([F:28])([F:27])[F:26])=[CH:4][CH:3]=1.[CH3:30][O-:31].[Na+]. Given the product [F:28][C:25]([F:26])([F:27])[CH:24]([C:5]1[C:6]2[N:7]3[CH2:14][CH2:13][CH2:12][N:11]([C:15]4[CH:20]=[CH:19][C:18]([O:21][CH3:22])=[CH:17][C:16]=4[CH3:23])[C:8]3=[N:9][C:10]=2[C:2]([O:31][CH3:30])=[CH:3][CH:4]=1)[OH:29], predict the reactants needed to synthesize it.